The task is: Predict the reactants needed to synthesize the given product.. This data is from Full USPTO retrosynthesis dataset with 1.9M reactions from patents (1976-2016). (1) Given the product [CH3:11][C:9]1[CH:10]=[C:2]([CH:26]=[O:27])[CH:3]=[C:4]2[C:8]=1[NH:7][N:6]=[CH:5]2, predict the reactants needed to synthesize it. The reactants are: Br[C:2]1[CH:3]=[C:4]2[C:8](=[C:9]([CH3:11])[CH:10]=1)[NH:7][N:6]=[CH:5]2.[H-].[Na+].C([Li])(CC)C.C1CCCCC1.Cl.[C:26](=O)(O)[O-:27].[Na+]. (2) Given the product [F:20][C:16]1[CH:15]=[C:14]([CH:19]=[CH:18][CH:17]=1)[CH2:13][N:8]1[CH:7]=[CH:6][C:5]2[C:10](=[CH:11][C:2]([C:29]#[C:28][CH2:27][C:21]3[CH:26]=[CH:25][CH:24]=[CH:23][CH:22]=3)=[CH:3][N:4]=2)[C:9]1=[O:12], predict the reactants needed to synthesize it. The reactants are: Br[C:2]1[CH:11]=[C:10]2[C:5]([CH:6]=[CH:7][N:8]([CH2:13][C:14]3[CH:19]=[CH:18][CH:17]=[C:16]([F:20])[CH:15]=3)[C:9]2=[O:12])=[N:4][CH:3]=1.[C:21]1([CH2:27][C:28]#[CH:29])[CH:26]=[CH:25][CH:24]=[CH:23][CH:22]=1.C(N(CC)CC)C. (3) Given the product [Cl:1][C:2]1[CH:3]=[C:4]([N:20]2[C:25](=[O:26])[NH:24][C:23](=[O:27])[CH:22]=[N:21]2)[CH:5]=[C:6]([Cl:19])[C:7]=1[CH2:8][C:9]1[CH:14]=[C:13]([CH:15]([CH3:17])[CH3:16])[C:12](=[O:18])[NH:11][N:10]=1, predict the reactants needed to synthesize it. The reactants are: [Cl:1][C:2]1[CH:3]=[C:4]([N:20]2[C:25](=[O:26])[NH:24][C:23](=[O:27])[C:22](C(O)=O)=[N:21]2)[CH:5]=[C:6]([Cl:19])[C:7]=1[CH2:8][C:9]1[CH:14]=[C:13]([CH:15]([CH3:17])[CH3:16])[C:12](=[O:18])[NH:11][N:10]=1.SCC(O)=O. (4) Given the product [ClH:20].[ClH:20].[NH2:8][CH2:9][CH2:10][O:11][C:12]1[CH:13]=[C:14]([CH:17]=[CH:18][CH:19]=1)[C:15]#[N:16], predict the reactants needed to synthesize it. The reactants are: C(OC([NH:8][CH2:9][CH2:10][O:11][C:12]1[CH:13]=[C:14]([CH:17]=[CH:18][CH:19]=1)[C:15]#[N:16])=O)(C)(C)C.[ClH:20].